From a dataset of Full USPTO retrosynthesis dataset with 1.9M reactions from patents (1976-2016). Predict the reactants needed to synthesize the given product. Given the product [CH3:1][CH2:2][C@@:3]1([OH:31])[C:8](=[O:9])[O:7][CH2:6][C:5]2[C:10]([N:12]3[C:29](=[CH:30][C:4]1=2)[C:28]1[N:27]=[C:17]2[CH:18]=[CH:19][C:20]([OH:26])=[C:21]([CH2:22][N:23]([CH3:24])[CH3:25])[C:16]2=[CH:15][C:14]=1[CH2:13]3)=[O:11].[NH2:39][C@H:40]([C:42]([OH:44])=[O:43])[CH3:41], predict the reactants needed to synthesize it. The reactants are: [CH3:1][CH2:2][C@@:3]1([OH:31])[C:8](=[O:9])[O:7][CH2:6][C:5]2[C:10]([N:12]3[C:29](=[CH:30][C:4]1=2)[C:28]1[N:27]=[C:17]2[CH:18]=[CH:19][C:20]([OH:26])=[C:21]([CH2:22][N:23]([CH3:25])[CH3:24])[C:16]2=[CH:15][C:14]=1[CH2:13]3)=[O:11].C([NH:39][C@H:40]([C:42]([OH:44])=[O:43])[CH3:41])(OC(C)(C)C)=O.FC(F)(F)C(O)=O.